From a dataset of Peptide-MHC class II binding affinity with 134,281 pairs from IEDB. Regression. Given a peptide amino acid sequence and an MHC pseudo amino acid sequence, predict their binding affinity value. This is MHC class II binding data. (1) The peptide sequence is KKPDKPSLDISLETVAID. The MHC is DRB1_1101 with pseudo-sequence DRB1_1101. The binding affinity (normalized) is 0. (2) The peptide sequence is DDEVLIEVNPPFGDS. The MHC is DRB4_0103 with pseudo-sequence DRB4_0103. The binding affinity (normalized) is 0.